Dataset: Reaction yield outcomes from USPTO patents with 853,638 reactions. Task: Predict the reaction yield, written as a fraction of the theoretical maximum amount of product (1.0 means a 100% yield; for example, 0.34 means a 34% yield). (1) The reactants are Cl[C:2]1[N:7]=[C:6]2[N:8]([CH2:11][C:12]3[CH:17]=[CH:16][C:15]([O:18][CH3:19])=[CH:14][CH:13]=3)[N:9]=[CH:10][C:5]2=[CH:4][CH:3]=1.[CH2:20]([OH:25])[CH2:21][CH2:22][CH2:23][OH:24].[H-].[Na+]. The catalyst is CN(C)C=O.C(=O)(O)[O-].[Na+]. The product is [CH3:19][O:18][C:15]1[CH:16]=[CH:17][C:12]([CH2:11][N:8]2[C:6]3=[N:7][C:2]([O:24][CH2:23][CH2:22][CH2:21][CH2:20][OH:25])=[CH:3][CH:4]=[C:5]3[CH:10]=[N:9]2)=[CH:13][CH:14]=1. The yield is 0.520. (2) The product is [N:21]1([CH:17]([CH3:18])[CH2:16][C:14]2[N:15]=[C:10]([C:7]3[CH:8]=[CH:9][N:4]4[CH:3]=[CH:2][N:1]=[C:5]4[CH:6]=3)[CH:11]=[CH:12][CH:13]=2)[CH2:26][CH2:25][O:24][CH2:23][CH2:22]1. The reactants are [N:1]1[CH:2]=[CH:3][N:4]2[CH:9]=[CH:8][C:7]([C:10]3[N:15]=[C:14]([CH2:16][C:17](=O)[CH3:18])[CH:13]=[CH:12][CH:11]=3)=[CH:6][C:5]=12.Cl.[NH:21]1[CH2:26][CH2:25][O:24][CH2:23][CH2:22]1.[BH3-]C#N.[Na+].C1COCC1. The catalyst is CO. The yield is 0.720. (3) The reactants are [F:1][C:2]1[CH:7]=[CH:6][C:5]([F:8])=[CH:4][C:3]=1[CH2:9]O.P(Br)(Br)[Br:12].C(=O)(O)[O-].[Na+]. The catalyst is ClCCl. The product is [Br:12][CH2:9][C:3]1[CH:4]=[C:5]([F:8])[CH:6]=[CH:7][C:2]=1[F:1]. The yield is 0.500.